From a dataset of Peptide-MHC class I binding affinity with 185,985 pairs from IEDB/IMGT. Regression. Given a peptide amino acid sequence and an MHC pseudo amino acid sequence, predict their binding affinity value. This is MHC class I binding data. (1) The peptide sequence is KPEVRIPVDL. The MHC is HLA-B54:01 with pseudo-sequence HLA-B54:01. The binding affinity (normalized) is 0.116. (2) The peptide sequence is SPEGEETII. The MHC is HLA-B35:01 with pseudo-sequence HLA-B35:01. The binding affinity (normalized) is 0.0193. (3) The peptide sequence is TTEANAGQF. The MHC is HLA-A02:12 with pseudo-sequence HLA-A02:12. The binding affinity (normalized) is 0.0847. (4) The peptide sequence is IISRTRLYDY. The MHC is HLA-A31:01 with pseudo-sequence HLA-A31:01. The binding affinity (normalized) is 0.123.